Predict the product of the given reaction. From a dataset of Forward reaction prediction with 1.9M reactions from USPTO patents (1976-2016). (1) Given the reactants [C:1]([O:5][C@H:6]([C:12]1[CH:17]=[CH:16][CH:15]=[CH:14][CH:13]=1)[C:7](OCC)=[O:8])([CH3:4])([CH3:3])[CH3:2].[H-].[H-].[H-].[H-].[Li+].[Al+3], predict the reaction product. The product is: [C:1]([O:5][C@H:6]([C:12]1[CH:13]=[CH:14][CH:15]=[CH:16][CH:17]=1)[CH2:7][OH:8])([CH3:4])([CH3:2])[CH3:3]. (2) The product is: [CH3:14][O:13][C:12](=[O:15])[NH:11][C:8]1[CH:9]=[CH:10][C:5]([C:3](=[O:4])[CH3:2])=[CH:6][CH:7]=1. Given the reactants Br[CH2:2][C:3]([C:5]1[CH:10]=[CH:9][C:8]([NH:11][C:12](=[O:15])[O:13][CH3:14])=[CH:7][CH:6]=1)=[O:4].CC(C1C=CC(N)=CC=1)=O.[OH-].[Na+].COC(Cl)=O, predict the reaction product. (3) Given the reactants Cl[C:2]1[N:7]=[C:6]([O:8][C:9]2[CH:14]=[CH:13][C:12]([N+:15]([O-:17])=[O:16])=[CH:11][CH:10]=2)[CH:5]=[CH:4][N:3]=1.[CH3:18][NH2:19], predict the reaction product. The product is: [CH3:18][NH:19][C:2]1[N:7]=[C:6]([O:8][C:9]2[CH:14]=[CH:13][C:12]([N+:15]([O-:17])=[O:16])=[CH:11][CH:10]=2)[CH:5]=[CH:4][N:3]=1.